From a dataset of Full USPTO retrosynthesis dataset with 1.9M reactions from patents (1976-2016). Predict the reactants needed to synthesize the given product. (1) Given the product [Br:1][C:2]1[CH:3]=[C:4]2[C:9](=[CH:10][CH:11]=1)[O:8][C:7]([CH2:15][CH3:16])([CH2:20][CH3:21])[CH2:6][C:5]2([CH3:14])[CH3:13], predict the reactants needed to synthesize it. The reactants are: [Br:1][C:2]1[CH:3]=[C:4]2[C:9](=[CH:10][CH:11]=1)[O:8][C:7](=O)[CH2:6][C:5]2([CH3:14])[CH3:13].[CH2:15]([Mg]Br)[CH3:16].Cl.[C:20]1(C)C=CC(S(O)(=O)=O)=C[CH:21]=1. (2) Given the product [C:3]([C:5]1[CH:10]=[CH:9][CH:8]=[CH:7][C:6]=1[NH:11][C:12](=[O:26])/[CH:13]=[CH:14]/[C:15]1[CH:16]=[CH:17][C:18]([CH2:21][CH2:22][CH2:23][CH2:24][CH3:25])=[CH:19][CH:20]=1)([OH:4])=[O:2], predict the reactants needed to synthesize it. The reactants are: C[O:2][C:3]([C:5]1[CH:10]=[CH:9][CH:8]=[CH:7][C:6]=1[NH:11][C:12](=[O:26])/[CH:13]=[CH:14]/[C:15]1[CH:20]=[CH:19][C:18]([CH2:21][CH2:22][CH2:23][CH2:24][CH3:25])=[CH:17][CH:16]=1)=[O:4].[OH-].[Na+]. (3) Given the product [CH2:5]([C:6]1[CH:16]=[C:15]([N:17]([CH3:35])[CH2:18][C:19]2[S:23][C:22]([C:24]3[CH:25]=[CH:26][C:27]([C:30]([F:33])([F:32])[F:31])=[CH:28][CH:29]=3)=[N:21][C:20]=2[CH3:34])[CH:14]=[CH:13][C:7]=1[O:8][CH2:9][C:10]([OH:12])=[O:11])[CH3:4], predict the reactants needed to synthesize it. The reactants are: COC[CH2:4][CH2:5][C:6]1[CH:16]=[C:15]([N:17]([CH3:35])[CH2:18][C:19]2[S:23][C:22]([C:24]3[CH:29]=[CH:28][C:27]([C:30]([F:33])([F:32])[F:31])=[CH:26][CH:25]=3)=[N:21][C:20]=2[CH3:34])[CH:14]=[CH:13][C:7]=1[O:8][CH2:9][C:10]([OH:12])=[O:11].CC1C=C(NCC2SC(C3C=CC(C(F)(F)F)=CC=3)=NC=2C)C=CC=1OCC(O)=O. (4) Given the product [CH2:1]([N:8]1[CH2:17][CH2:16][C:15]2[C:14]([NH:25][C:24]3[CH:26]=[CH:27][C:21]([C:20]([F:19])([F:28])[F:29])=[CH:22][CH:23]=3)=[N:13][CH:12]=[N:11][C:10]=2[CH2:9]1)[C:2]1[CH:7]=[CH:6][CH:5]=[CH:4][CH:3]=1, predict the reactants needed to synthesize it. The reactants are: [CH2:1]([N:8]1[CH2:17][CH2:16][C:15]2[C:14](Cl)=[N:13][CH:12]=[N:11][C:10]=2[CH2:9]1)[C:2]1[CH:7]=[CH:6][CH:5]=[CH:4][CH:3]=1.[F:19][C:20]([F:29])([F:28])[C:21]1[CH:27]=[CH:26][C:24]([NH2:25])=[CH:23][CH:22]=1.CC(C)([O-])C.[Na+]. (5) Given the product [C:63]1([CH2:62][C@H:55]([NH:54][C:52](=[O:53])[C@@H:51]([NH:50][C:37](=[O:39])[C@@H:36]([NH:40][C:41](=[O:49])[CH2:42][N:43]2[CH2:48][CH2:47][O:46][CH2:45][CH2:44]2)[CH2:35][OH:34])[CH2:69][C:70]2[CH:75]=[CH:74][C:73]([S:76]([CH3:79])(=[O:77])=[O:78])=[CH:72][CH:71]=2)[C:56]([C@@:58]2([CH3:61])[CH2:60][O:59]2)=[O:57])[CH2:68][CH2:67][CH2:66][CH2:65][CH:64]=1, predict the reactants needed to synthesize it. The reactants are: CN(C(ON1N=NC2C=CC=NC1=2)=[N+](C)C)C.F[P-](F)(F)(F)(F)F.CCN(C(C)C)C(C)C.[OH:34][CH2:35][C@H:36]([NH:40][C:41](=[O:49])[CH2:42][N:43]1[CH2:48][CH2:47][O:46][CH2:45][CH2:44]1)[C:37]([OH:39])=O.[NH2:50][C@@H:51]([CH2:69][C:70]1[CH:75]=[CH:74][C:73]([S:76]([CH3:79])(=[O:78])=[O:77])=[CH:72][CH:71]=1)[C:52]([NH:54][C@@H:55]([CH2:62][C:63]1[CH2:68][CH2:67][CH2:66][CH2:65][CH:64]=1)[C:56]([C@@:58]1([CH3:61])[CH2:60][O:59]1)=[O:57])=[O:53]. (6) Given the product [Br:30][C:27]1[CH:26]=[CH:25][C:24]([NH:23][C:19]2[N:20]=[C:21]([CH3:22])[C:16]([OH:15])=[C:17]([CH3:32])[C:18]=2[CH3:31])=[CH:29][CH:28]=1, predict the reactants needed to synthesize it. The reactants are: B(Cl)(Cl)Cl.C(Cl)Cl.C([O:15][C:16]1[C:17]([CH3:32])=[C:18]([CH3:31])[C:19]([NH:23][C:24]2[CH:29]=[CH:28][C:27]([Br:30])=[CH:26][CH:25]=2)=[N:20][C:21]=1[CH3:22])C1C=CC=CC=1.CC1C(C)=C(C)C(C)=C(C)C=1.